Dataset: Forward reaction prediction with 1.9M reactions from USPTO patents (1976-2016). Task: Predict the product of the given reaction. (1) Given the reactants [F:1][C:2]1[CH:23]=[C:22]([N+:24]([O-])=O)[CH:21]=[CH:20][C:3]=1[O:4][C:5]1[CH:10]=[CH:9][N:8]=[C:7]([NH:11][C:12]([N:14]2[CH2:19][CH2:18][O:17][CH2:16][CH2:15]2)=[O:13])[CH:6]=1.[Cl-].[NH4+].CN(C)C=O, predict the reaction product. The product is: [NH2:24][C:22]1[CH:21]=[CH:20][C:3]([O:4][C:5]2[CH:10]=[CH:9][N:8]=[C:7]([NH:11][C:12]([N:14]3[CH2:15][CH2:16][O:17][CH2:18][CH2:19]3)=[O:13])[CH:6]=2)=[C:2]([F:1])[CH:23]=1. (2) Given the reactants [CH3:1][O:2][C:3]([C:5]1([C:8]2[CH:13]=[C:12](I)[C:11]([O:15][CH2:16][C:17]([CH3:19])=[CH2:18])=[C:10](I)[CH:9]=2)[CH2:7][CH2:6]1)=[O:4].CCCC[SnH](CCCC)CCCC.CC(N=NC(C#N)(C)C)(C#N)C, predict the reaction product. The product is: [CH3:1][O:2][C:3]([C:5]1([C:8]2[CH:13]=[CH:12][C:11]3[O:15][CH2:16][C:17]([CH3:19])([CH3:18])[C:10]=3[CH:9]=2)[CH2:7][CH2:6]1)=[O:4]. (3) Given the reactants [BH-](OC(C)=O)(OC(C)=O)OC(C)=O.[Na+].[CH:15]([C:17]1[CH:22]=[CH:21][C:20]([O:23][CH3:24])=[CH:19][C:18]=1[C:25]1[CH:26]=[CH:27][C:28]([C:31]([NH:33][CH2:34][CH2:35][C:36]([O:38][CH2:39][CH3:40])=[O:37])=[O:32])=[N:29][CH:30]=1)=O.[Br:41][C:42]1[CH:48]=[CH:47][C:45]([NH2:46])=[CH:44][CH:43]=1.CC(O)=O, predict the reaction product. The product is: [Br:41][C:42]1[CH:48]=[CH:47][C:45]([NH:46][CH2:15][C:17]2[CH:22]=[CH:21][C:20]([O:23][CH3:24])=[CH:19][C:18]=2[C:25]2[CH:26]=[CH:27][C:28]([C:31]([NH:33][CH2:34][CH2:35][C:36]([O:38][CH2:39][CH3:40])=[O:37])=[O:32])=[N:29][CH:30]=2)=[CH:44][CH:43]=1. (4) The product is: [Cl:1][C:2]1[CH:7]=[CH:6][CH:5]=[C:4]([I:8])[C:3]=1[C:9]1[NH:13][C:12](=[O:14])[N:11]([C:15]2[CH:24]=[CH:23][C:18]([C:19]([NH:32][C:31]3[CH:33]=[CH:34][CH:35]=[C:29]([C:28]([F:27])([F:36])[F:37])[CH:30]=3)=[O:20])=[C:17]([O:25][CH3:26])[CH:16]=2)[N:10]=1. Given the reactants [Cl:1][C:2]1[CH:7]=[CH:6][CH:5]=[C:4]([I:8])[C:3]=1[C:9]1[NH:13][C:12](=[O:14])[N:11]([C:15]2[CH:24]=[CH:23][C:18]([C:19](OC)=[O:20])=[C:17]([O:25][CH3:26])[CH:16]=2)[N:10]=1.[F:27][C:28]([F:37])([F:36])[C:29]1[CH:30]=[C:31]([CH:33]=[CH:34][CH:35]=1)[NH2:32].C[Al](C)C, predict the reaction product. (5) Given the reactants [NH2:1][C:2]1[CH:3]=[CH:4][C:5]2[N:10]([CH3:11])[C:9](=[O:12])[O:8][C:7]([CH2:15][CH3:16])([CH2:13][CH3:14])[C:6]=2[CH:17]=1.[Cl:18][C:19]1[CH:24]=[CH:23][C:22](I)=[CH:21][C:20]=1[Cl:26], predict the reaction product. The product is: [Cl:18][C:19]1[CH:24]=[C:23]([NH:1][C:2]2[CH:3]=[CH:4][C:5]3[N:10]([CH3:11])[C:9](=[O:12])[O:8][C:7]([CH2:15][CH3:16])([CH2:13][CH3:14])[C:6]=3[CH:17]=2)[CH:22]=[CH:21][C:20]=1[Cl:26]. (6) Given the reactants [F:1][C:2]1[C:10]2[C:6](=[C:7]([CH3:12])[N:8]([CH3:11])[N:9]=2)[CH:5]=[C:4]2[NH:13][C:14](=[O:24])[N:15]([C:16]3[CH:21]=[CH:20][C:19]([I:22])=[CH:18][C:17]=3[F:23])[C:3]=12.[Li+].C[Si]([N-][Si](C)(C)C)(C)C.[CH:35]1([S:38](Cl)(=[O:40])=[O:39])[CH2:37][CH2:36]1, predict the reaction product. The product is: [CH:35]1([S:38]([N:13]2[C:4]3=[CH:5][C:6]4[C:10]([C:2]([F:1])=[C:3]3[N:15]([C:16]3[CH:21]=[CH:20][C:19]([I:22])=[CH:18][C:17]=3[F:23])[C:14]2=[O:24])=[N:9][N:8]([CH3:11])[C:7]=4[CH3:12])(=[O:40])=[O:39])[CH2:37][CH2:36]1.